This data is from Catalyst prediction with 721,799 reactions and 888 catalyst types from USPTO. The task is: Predict which catalyst facilitates the given reaction. (1) Reactant: ClC1C=C(CC[OH:10])C=CC=1.C(Br)(Br)(Br)Br.[CH:16]1[CH:21]=[CH:20][C:19]([P:22]([C:29]2[CH:34]=[CH:33][CH:32]=[CH:31][CH:30]=2)[C:23]2[CH:28]=[CH:27][CH:26]=[CH:25][CH:24]=2)=[CH:18][CH:17]=1. Product: [C:23]1([P:22](=[O:10])([C:19]2[CH:18]=[CH:17][CH:16]=[CH:21][CH:20]=2)[C:29]2[CH:34]=[CH:33][CH:32]=[CH:31][CH:30]=2)[CH:28]=[CH:27][CH:26]=[CH:25][CH:24]=1. The catalyst class is: 2. (2) Reactant: [CH3:1][CH:2]1[CH2:8][N:7]([C:9]([O:11][C:12]([CH3:15])([CH3:14])[CH3:13])=[O:10])[CH2:6][C:5]2[S:16][CH:17]=[C:18]([C:19]([CH3:21])=[CH2:20])[C:4]=2[O:3]1. Product: [CH3:1][CH:2]1[CH2:8][N:7]([C:9]([O:11][C:12]([CH3:15])([CH3:13])[CH3:14])=[O:10])[CH2:6][C:5]2[S:16][CH:17]=[C:18]([CH:19]([CH3:21])[CH3:20])[C:4]=2[O:3]1. The catalyst class is: 358. (3) Reactant: [N:1]1([CH:10]([C:15]2[CH:20]=[CH:19][CH:18]=[CH:17][CH:16]=2)[CH:11]([OH:14])[CH2:12][OH:13])[C:9]2[C:4](=[CH:5][CH:6]=[CH:7][CH:8]=2)[CH:3]=[CH:2]1.[N+:21]([C:24]1[CH:32]=[CH:31][C:27]([C:28](Cl)=[O:29])=[CH:26][CH:25]=1)([O-:23])=[O:22]. Product: [OH:14][CH:11]([CH:10]([N:1]1[C:9]2[C:4](=[CH:5][CH:6]=[CH:7][CH:8]=2)[CH:3]=[CH:2]1)[C:15]1[CH:20]=[CH:19][CH:18]=[CH:17][CH:16]=1)[CH2:12][O:13][C:28](=[O:29])[C:27]1[CH:26]=[CH:25][C:24]([N+:21]([O-:23])=[O:22])=[CH:32][CH:31]=1. The catalyst class is: 17. (4) Product: [CH:28]1([CH2:27][CH2:26][C:25]([C:24]2[CH:13]([C:5]3[CH:6]=[CH:7][CH:8]=[C:9]4[C:4]=3[O:3][C:2]([CH3:1])=[CH:11][C:10]4=[O:12])[C:14]([C:15]([O:17][CH3:18])=[O:16])=[C:19]([CH3:20])[NH:22][C:23]=2[CH3:33])=[O:32])[CH2:29][CH2:30][CH2:31]1. Reactant: [CH3:1][C:2]1[O:3][C:4]2[C:9]([C:10](=[O:12])[CH:11]=1)=[CH:8][CH:7]=[CH:6][C:5]=2[CH:13]=[C:14]([C:19](=O)[CH3:20])[C:15]([O:17][CH3:18])=[O:16].[NH2:22][C:23]([CH3:33])=[CH:24][C:25](=[O:32])[CH2:26][CH2:27][CH:28]1[CH2:31][CH2:30][CH2:29]1. The catalyst class is: 8. (5) Product: [CH:1]1([N:6]2[CH2:7][CH2:8][N:9]([C:12]3[CH:17]=[C:16]([NH2:18])[CH:15]=[CH:14][N:13]=3)[CH2:10][CH2:11]2)[CH2:2][CH2:3][CH2:4][CH2:5]1. The catalyst class is: 19. Reactant: [CH:1]1([N:6]2[CH2:11][CH2:10][N:9]([C:12]3[CH:17]=[C:16]([N+:18]([O-])=O)[CH:15]=[CH:14][N:13]=3)[CH2:8][CH2:7]2)[CH2:5][CH2:4][CH2:3][CH2:2]1.[H][H]. (6) Reactant: [Cl:1][C:2]1[CH:3]=[C:4]([OH:28])[CH:5]=[C:6]([Cl:27])[C:7]=1[CH2:8][C:9]1[CH:14]=[CH:13][C:12]([O:15]COC)=[C:11]([CH2:19][C:20]2[CH:25]=[CH:24][C:23]([F:26])=[CH:22][CH:21]=2)[CH:10]=1.[CH2:29]([O:31][P:32]([CH2:35]OS(C1C=CC(C)=CC=1)(=O)=O)([CH3:34])=[O:33])[CH3:30].C(=O)([O-])[O-].[Cs+].[Cs+]. Product: [CH2:29]([O:31][P:32]([CH2:35][O:28][C:4]1[CH:5]=[C:6]([Cl:27])[C:7]([CH2:8][C:9]2[CH:14]=[CH:13][C:12]([OH:15])=[C:11]([CH2:19][C:20]3[CH:21]=[CH:22][C:23]([F:26])=[CH:24][CH:25]=3)[CH:10]=2)=[C:2]([Cl:1])[CH:3]=1)([CH3:34])=[O:33])[CH3:30]. The catalyst class is: 10. (7) Reactant: Br[C:2]1[CH:3]=[C:4]([C@H:8]([N:10]2[C:14]3[CH:15]=[C:16]([F:28])[C:17]([S:19]([NH:22][C:23]4[S:27][N:26]=[CH:25][N:24]=4)(=[O:21])=[O:20])=[CH:18][C:13]=3[O:12][C:11]2=[O:29])[CH3:9])[CH:5]=[CH:6][CH:7]=1.[CH3:30][N:31]1[CH:35]=[CH:34][C:33](B2OC(C)(C)C(C)(C)O2)=[N:32]1.C(=O)([O-])[O-].[Cs+].[Cs+]. Product: [F:28][C:16]1[C:17]([S:19]([NH:22][C:23]2[S:27][N:26]=[CH:25][N:24]=2)(=[O:21])=[O:20])=[CH:18][C:13]2[O:12][C:11](=[O:29])[N:10]([C@@H:8]([C:4]3[CH:5]=[CH:6][CH:7]=[C:2]([C:33]4[CH:34]=[CH:35][N:31]([CH3:30])[N:32]=4)[CH:3]=3)[CH3:9])[C:14]=2[CH:15]=1. The catalyst class is: 669. (8) Reactant: [CH3:1][O:2][C:3](=[O:12])[C:4]1[CH:9]=[CH:8][C:7]([F:10])=[CH:6][C:5]=1[NH2:11].NC1C=C(F)C=CC=1C(O)=[O:17].CCN(C(C)C)C(C)C.ClC(Cl)(OC(=O)OC(Cl)(Cl)Cl)Cl. Product: [F:10][C:7]1[CH:8]=[CH:9][C:4]2[C:3](=[O:12])[O:2][C:1](=[O:17])[NH:11][C:5]=2[CH:6]=1. The catalyst class is: 34.